Predict which catalyst facilitates the given reaction. From a dataset of Catalyst prediction with 721,799 reactions and 888 catalyst types from USPTO. (1) Reactant: [CH:1]([O:4][C:5]1[CH:6]=[CH:7][CH:8]=[C:9]2[C:13]=1[NH:12][CH:11]=[CH:10]2)([CH3:3])[CH3:2].C(=O)([O-])[O-].[Cs+].[Cs+].[Cl:20][CH2:21][CH2:22][CH2:23]I. Product: [Cl:20][CH2:21][CH2:22][CH2:23][N:12]1[C:13]2[C:9](=[CH:8][CH:7]=[CH:6][C:5]=2[O:4][CH:1]([CH3:3])[CH3:2])[CH:10]=[CH:11]1. The catalyst class is: 23. (2) Reactant: [C:1]1([C:7]([C:15]2[CH:20]=[CH:19][CH:18]=[CH:17][CH:16]=2)([C:9]2[CH:14]=[CH:13][CH:12]=[CH:11][CH:10]=2)O)[CH:6]=[CH:5][CH:4]=[CH:3][CH:2]=1.[SH:21][CH2:22][C:23]([OH:25])=[O:24]. Product: [C:1]1([C:7]([C:15]2[CH:20]=[CH:19][CH:18]=[CH:17][CH:16]=2)([C:9]2[CH:14]=[CH:13][CH:12]=[CH:11][CH:10]=2)[S:21][CH2:22][C:23]([OH:25])=[O:24])[CH:6]=[CH:5][CH:4]=[CH:3][CH:2]=1. The catalyst class is: 322.